From a dataset of Catalyst prediction with 721,799 reactions and 888 catalyst types from USPTO. Predict which catalyst facilitates the given reaction. (1) Reactant: [Br:1][C:2]1[CH:7]=[CH:6][C:5]([N+:8]([O-:10])=[O:9])=[C:4](F)[CH:3]=1.[CH3:12][C:13]([CH3:16])([O-:15])[CH3:14].[K+].O. Product: [Br:1][C:2]1[CH:7]=[CH:6][C:5]([N+:8]([O-:10])=[O:9])=[C:4]([O:15][C:13]([CH3:16])([CH3:14])[CH3:12])[CH:3]=1. The catalyst class is: 1. (2) Reactant: [CH:1]1([N:5]2[CH2:11][CH2:10][CH2:9][N:8]([C:12]([N:14]3[CH2:17][CH:16]([OH:18])[CH2:15]3)=[O:13])[CH2:7][CH2:6]2)[CH2:4][CH2:3][CH2:2]1.CC(OI1(OC(C)=O)(OC(C)=O)OC(=O)C2C=CC=CC1=2)=O. Product: [CH:1]1([N:5]2[CH2:11][CH2:10][CH2:9][N:8]([C:12]([N:14]3[CH2:15][C:16](=[O:18])[CH2:17]3)=[O:13])[CH2:7][CH2:6]2)[CH2:4][CH2:3][CH2:2]1. The catalyst class is: 4.